Dataset: NCI-60 drug combinations with 297,098 pairs across 59 cell lines. Task: Regression. Given two drug SMILES strings and cell line genomic features, predict the synergy score measuring deviation from expected non-interaction effect. (1) Drug 1: COC1=C(C=C2C(=C1)N=CN=C2NC3=CC(=C(C=C3)F)Cl)OCCCN4CCOCC4. Synergy scores: CSS=50.2, Synergy_ZIP=-0.724, Synergy_Bliss=0.999, Synergy_Loewe=5.47, Synergy_HSA=6.07. Cell line: HT29. Drug 2: CC(CN1CC(=O)NC(=O)C1)N2CC(=O)NC(=O)C2. (2) Drug 1: CC12CCC3C(C1CCC2=O)CC(=C)C4=CC(=O)C=CC34C. Drug 2: CC1=CC2C(CCC3(C2CCC3(C(=O)C)OC(=O)C)C)C4(C1=CC(=O)CC4)C. Cell line: NCI-H460. Synergy scores: CSS=33.7, Synergy_ZIP=3.35, Synergy_Bliss=8.86, Synergy_Loewe=-27.5, Synergy_HSA=8.81.